This data is from Full USPTO retrosynthesis dataset with 1.9M reactions from patents (1976-2016). The task is: Predict the reactants needed to synthesize the given product. Given the product [C:1]([O:5][C:6]([N:8]1[CH2:13][CH2:12][CH:11]([N:19]2[CH2:20][CH2:21][CH:16]([OH:15])[CH2:17][CH2:18]2)[CH2:10][CH2:9]1)=[O:7])([CH3:4])([CH3:3])[CH3:2], predict the reactants needed to synthesize it. The reactants are: [C:1]([O:5][C:6]([N:8]1[CH2:13][CH2:12][C:11](=O)[CH2:10][CH2:9]1)=[O:7])([CH3:4])([CH3:3])[CH3:2].[OH:15][CH:16]1[CH2:21][CH2:20][NH:19][CH2:18][CH2:17]1.C(O)(=O)C.